This data is from Full USPTO retrosynthesis dataset with 1.9M reactions from patents (1976-2016). The task is: Predict the reactants needed to synthesize the given product. (1) The reactants are: [CH3:1][NH:2][C:3]1[CH:8]=[CH:7][C:6]([C:9]2[S:10][C:11]3[CH:17]=[C:16]([O:18]C)[CH:15]=[CH:14][C:12]=3[N:13]=2)=[CH:5][N:4]=1.Br(O)(=O)=O.C(=O)(O)[O-].[Na+]. Given the product [CH3:1][NH:2][C:3]1[CH:8]=[CH:7][C:6]([C:9]2[S:10][C:11]3[CH:17]=[C:16]([OH:18])[CH:15]=[CH:14][C:12]=3[N:13]=2)=[CH:5][N:4]=1, predict the reactants needed to synthesize it. (2) Given the product [CH3:8][N:9]1[C:18]2[C:13](=[CH:14][CH:15]=[CH:16][CH:17]=2)[C:12](=[O:19])[N:11]([CH2:20][CH2:21][N:22]([CH2:23][C@H:24]2[O:28][C:27](=[O:29])[N:26]([C:30]3[CH:31]=[CH:32][C:33]4[S:34][CH2:35][C:36](=[O:40])[NH:37][C:38]=4[N:39]=3)[CH2:25]2)[C:1](=[O:3])[CH3:2])[C:10]1=[O:41], predict the reactants needed to synthesize it. The reactants are: [C:1](Cl)(=[O:3])[CH3:2].C(O)=O.[CH3:8][N:9]1[C:18]2[C:13](=[CH:14][CH:15]=[CH:16][CH:17]=2)[C:12](=[O:19])[N:11]([CH2:20][CH2:21][NH:22][CH2:23][C@H:24]2[O:28][C:27](=[O:29])[N:26]([C:30]3[CH:31]=[CH:32][C:33]4[S:34][CH2:35][C:36](=[O:40])[NH:37][C:38]=4[N:39]=3)[CH2:25]2)[C:10]1=[O:41]. (3) Given the product [CH:23]([N:26]1[CH2:32][C@@H:7]([C:6]2[CH:5]=[CH:4][C:3]([N:2]([CH3:1])[CH3:15])=[CH:14][CH:13]=2)[C@H:8]([CH2:9][C:18]([OH:20])=[O:19])[CH2:27]1)([CH3:25])[CH3:24], predict the reactants needed to synthesize it. The reactants are: [CH3:1][N:2]([CH3:15])[C:3]1[CH:14]=[CH:13][C:6]([CH:7]=[CH:8][C:9](OC)=O)=[CH:5][CH:4]=1.FC(F)(F)[C:18]([OH:20])=[O:19].[CH:23]([N:26]([CH2:32]OC)[CH2:27][Si](C)(C)C)([CH3:25])[CH3:24]. (4) Given the product [CH3:1][O:2][C:3]1[C:10]([O:11][CH3:12])=[CH:9][CH:8]=[C:7]([N+:13]([O-:15])=[O:14])[C:4]=1[CH:5]=[O:6], predict the reactants needed to synthesize it. The reactants are: [CH3:1][O:2][C:3]1[C:10]([O:11][CH3:12])=[CH:9][CH:8]=[CH:7][C:4]=1[CH:5]=[O:6].[N+:13]([O-])([OH:15])=[O:14]. (5) Given the product [CH2:3]([C:2]1[C:7]2[CH:8]=[CH:9][CH:10]=[CH:11][C:6]=2[O:5][CH:1]=1)[CH2:4][CH3:13], predict the reactants needed to synthesize it. The reactants are: [CH2:1]([O:5][C:6]1[CH:11]=[CH:10][CH:9]=[CH:8][C:7]=1I)[CH:2]=[CH:3][CH3:4].[C:13]([O-])([O-])=O.[Na+].[Na+].CC([O-])=O.[Na+].